From a dataset of Peptide-MHC class II binding affinity with 134,281 pairs from IEDB. Regression. Given a peptide amino acid sequence and an MHC pseudo amino acid sequence, predict their binding affinity value. This is MHC class II binding data. The MHC is DRB1_0101 with pseudo-sequence DRB1_0101. The peptide sequence is GELQIVDKIDALFKI. The binding affinity (normalized) is 0.549.